This data is from Full USPTO retrosynthesis dataset with 1.9M reactions from patents (1976-2016). The task is: Predict the reactants needed to synthesize the given product. (1) Given the product [CH3:1][O:2][C:3]1[CH:4]=[C:5]([C:9]2[CH:10]=[C:11]([NH2:12])[NH:14][N:15]=2)[CH:6]=[CH:7][CH:8]=1, predict the reactants needed to synthesize it. The reactants are: [CH3:1][O:2][C:3]1[CH:4]=[C:5]([C:9](=O)[CH2:10][C:11]#[N:12])[CH:6]=[CH:7][CH:8]=1.[NH2:14][NH2:15]. (2) Given the product [CH3:14][C:11]1[CH:12]=[CH:13][C:8]([S:7][C:5]([O:4][CH2:3][CH2:2][I:15])=[O:6])=[CH:9][CH:10]=1, predict the reactants needed to synthesize it. The reactants are: Cl[CH2:2][CH2:3][O:4][C:5]([S:7][C:8]1[CH:13]=[CH:12][C:11]([CH3:14])=[CH:10][CH:9]=1)=[O:6].[I-:15].[Na+]. (3) Given the product [Cl:12][C:9]1[CH:10]=[C:11]2[C:6](=[CH:7][CH:8]=1)[N:5]=[CH:4][C:3]([N+:13]([O-:15])=[O:14])=[C:2]2[NH:16][C:17]1[CH:18]=[CH:19][C:20]([C:23]([CH3:27])([CH3:26])[C:24]#[N:25])=[CH:21][CH:22]=1, predict the reactants needed to synthesize it. The reactants are: Cl[C:2]1[C:11]2[C:6](=[CH:7][CH:8]=[C:9]([Cl:12])[CH:10]=2)[N:5]=[CH:4][C:3]=1[N+:13]([O-:15])=[O:14].[NH2:16][C:17]1[CH:22]=[CH:21][C:20]([C:23]([CH3:27])([CH3:26])[C:24]#[N:25])=[CH:19][CH:18]=1.O.